Dataset: Forward reaction prediction with 1.9M reactions from USPTO patents (1976-2016). Task: Predict the product of the given reaction. (1) The product is: [CH3:13][O:12][C:11]1[CH:10]=[C:9]2[C:4]([C:5]([O:15][C@H:16]3[CH2:20][NH:19][C@H:18]([C:28]([O:30][CH3:31])=[O:29])[CH2:17]3)=[CH:6][C:7](=[O:14])[NH:8]2)=[CH:3][C:2]=1[CH:32]=[CH2:33]. Given the reactants Br[C:2]1[CH:3]=[C:4]2[C:9](=[CH:10][C:11]=1[O:12][CH3:13])[NH:8][C:7](=[O:14])[CH:6]=[C:5]2[O:15][C@H:16]1[CH2:20][N:19](C(OC(C)(C)C)=O)[C@H:18]([C:28]([O:30][CH3:31])=[O:29])[CH2:17]1.[CH:32]([B-](F)(F)F)=[CH2:33].[K+].CCN(CC)CC, predict the reaction product. (2) Given the reactants [S:1]1[CH:5]=[CH:4][C:3]([C:6](=O)[CH2:7][CH3:8])=[CH:2]1.[Cl:10][CH2:11][CH2:12][O:13][C:14]1[CH:19]=[CH:18][C:17]([C:20]([C:22]2[CH:27]=[CH:26][C:25]([OH:28])=[CH:24][CH:23]=2)=O)=[CH:16][CH:15]=1, predict the reaction product. The product is: [Cl:10][CH2:11][CH2:12][O:13][C:14]1[CH:19]=[CH:18][C:17]([C:20]([C:22]2[CH:27]=[CH:26][C:25]([OH:28])=[CH:24][CH:23]=2)=[C:6]([C:3]2[CH:4]=[CH:5][S:1][CH:2]=2)[CH2:7][CH3:8])=[CH:16][CH:15]=1. (3) Given the reactants [C:1]([NH:7][NH2:8])(=[O:6])[C:2]([CH3:5])([CH3:4])[CH3:3].[CH2:9](OC(OCC)OCC)C.O.C1(C)C=CC(S(O)(=O)=O)=CC=1, predict the reaction product. The product is: [C:2]([C:1]1[O:6][CH:9]=[N:8][N:7]=1)([CH3:5])([CH3:4])[CH3:3]. (4) Given the reactants [CH3:1][N:2]1[CH2:6][CH2:5][CH2:4][C@@H:3]1[CH2:7][C:8]1[C:16]2[C:11](=[CH:12][CH:13]=[C:14]([CH2:17][CH2:18][S:19]([C:22]3[CH:27]=[CH:26][CH:25]=[CH:24][CH:23]=3)(=[O:21])=[O:20])[CH:15]=2)[NH:10][CH:9]=1.[BrH:28], predict the reaction product. The product is: [BrH:28].[CH3:1][N:2]1[CH2:6][CH2:5][CH2:4][C@@H:3]1[CH2:7][C:8]1[C:16]2[C:11](=[CH:12][CH:13]=[C:14]([CH2:17][CH2:18][S:19]([C:22]3[CH:27]=[CH:26][CH:25]=[CH:24][CH:23]=3)(=[O:20])=[O:21])[CH:15]=2)[NH:10][CH:9]=1. (5) Given the reactants C(OC([NH:8][C@@:9]1([C:22]([O:24][CH2:25][CH:26]=[CH2:27])=[O:23])[C@@H:14]([F:15])[CH2:13][C@@H:12]2[C@H:10]1[C@H:11]2[C:16]([O:18][CH2:19][CH:20]=[CH2:21])=[O:17])=O)(C)(C)C.C(OCC)(=O)C.Cl, predict the reaction product. The product is: [NH2:8][C@@:9]1([C:22]([O:24][CH2:25][CH:26]=[CH2:27])=[O:23])[C@@H:14]([F:15])[CH2:13][C@@H:12]2[C@H:10]1[C@H:11]2[C:16]([O:18][CH2:19][CH:20]=[CH2:21])=[O:17]. (6) The product is: [Cl:1][C:2]1[C:3]([C:10](=[N:27][O:26][CH3:25])[CH2:11][N:12]2[C:16](=[O:17])[C:15]3=[CH:18][CH:19]=[CH:20][CH:21]=[C:14]3[C:13]2=[O:22])=[N:4][CH:5]=[C:6]([O:8][CH3:9])[CH:7]=1. Given the reactants [Cl:1][C:2]1[C:3]([C:10](=O)[CH2:11][N:12]2[C:16](=[O:17])[C:15]3=[CH:18][CH:19]=[CH:20][CH:21]=[C:14]3[C:13]2=[O:22])=[N:4][CH:5]=[C:6]([O:8][CH3:9])[CH:7]=1.Cl.[CH3:25][O:26][NH2:27].N1C=CC=CC=1, predict the reaction product. (7) Given the reactants C[O:2][C:3]1[CH:4]=[CH:5][C:6]2[CH:12]([CH2:13][CH2:14][OH:15])[CH:11]([C:16]3[CH:21]=[CH:20][C:19]([O:22]C)=[CH:18][CH:17]=3)[CH2:10][CH2:9][CH2:8][C:7]=2[CH:24]=1.CC(C[AlH]CC(C)C)C.CCO.Cl, predict the reaction product. The product is: [OH:15][CH2:14][CH2:13][CH:12]1[C:6]2[CH:5]=[CH:4][C:3]([OH:2])=[CH:24][C:7]=2[CH2:8][CH2:9][CH2:10][CH:11]1[C:16]1[CH:21]=[CH:20][C:19]([OH:22])=[CH:18][CH:17]=1. (8) The product is: [F:1][C:2]1[CH:3]=[C:4]([N+:12]([O-:14])=[O:13])[CH:5]=[C:6]2[C:10]=1[NH:9][C:8](=[O:11])[CH2:7]2. Given the reactants [F:1][C:2]1[CH:3]=[CH:4][CH:5]=[C:6]2[C:10]=1[NH:9][C:8](=[O:11])[CH2:7]2.[N+:12]([O-])([OH:14])=[O:13], predict the reaction product. (9) Given the reactants [F:1][C:2]1[C:7]([O:8][CH3:9])=[CH:6][CH:5]=[CH:4][C:3]=1[OH:10].[CH3:11][O:12][C:13](=[O:17])[C:14]#[C:15][CH3:16].N12CCCN=C1CCCCC2, predict the reaction product. The product is: [CH3:11][O:12][C:13](=[O:17])/[CH:14]=[C:15](/[O:10][C:3]1[CH:4]=[CH:5][CH:6]=[C:7]([O:8][CH3:9])[C:2]=1[F:1])\[CH3:16]. (10) Given the reactants [NH2:1][C:2]1[C:10]2[C:9]([CH3:11])=[C:8]([CH2:12][N:13]3[CH2:18][CH2:17][O:16][CH2:15][CH2:14]3)[N:7]=[N:6][C:5]=2[S:4][C:3]=1[C:19]([O:21]C)=[O:20].[OH-].[Li+:24], predict the reaction product. The product is: [NH2:1][C:2]1[C:10]2[C:9]([CH3:11])=[C:8]([CH2:12][N:13]3[CH2:18][CH2:17][O:16][CH2:15][CH2:14]3)[N:7]=[N:6][C:5]=2[S:4][C:3]=1[C:19]([O-:21])=[O:20].[Li+:24].